This data is from Catalyst prediction with 721,799 reactions and 888 catalyst types from USPTO. The task is: Predict which catalyst facilitates the given reaction. (1) Reactant: [C:1]([NH:5][C:6](=[O:12])/[CH:7]=[CH:8]\[C:9]([OH:11])=O)([CH3:4])([CH3:3])[CH3:2].ClC(OCC)=O.C(N(CC)CC)C.C(=O)=O.C(=O)(O)[O-].[Na+]. Product: [C:1]([N:5]=[C:6]1[O:12][C:9](=[O:11])[CH:8]=[CH:7]1)([CH3:2])([CH3:3])[CH3:4]. The catalyst class is: 229. (2) Reactant: ON1C2C=CC=CC=2N=N1.Cl.C(N=C=NCCCN(C)C)C.[CH2:23]([SH:30])[C:24]1[CH:29]=[CH:28][CH:27]=[CH:26][CH:25]=1.[NH:31]1[C:39]2[C:34](=[CH:35][CH:36]=[CH:37][CH:38]=2)[C:33]([CH2:40][C@@H:41]([C:78](=[O:135])[O:79][CH2:80][C:81]([N:83]2[CH2:87][CH2:86][CH2:85][C@H:84]2[C:88]([NH:90][C@@H:91]([CH2:110][CH2:111][CH2:112][CH2:113][NH:114][C:115]([C@@H:117]2[CH2:121][S:120][CH2:119][N:118]2[C:122]([O:124][CH2:125][C:126]2[CH:131]=[CH:130][C:129]([N:132]=[N+:133]=[N-:134])=[CH:128][CH:127]=2)=[O:123])=[O:116])[C:92]([NH:94][C@H:95]([C:100]([N:102]2[CH2:106][CH2:105][CH2:104][C@H:103]2[C:107](=[O:109])[NH2:108])=[O:101])[CH2:96][C:97](O)=[O:98])=[O:93])=[O:89])=[O:82])[NH:42][C:43](=[O:77])[C@H:44]([CH2:70][CH2:71][CH2:72][CH2:73][N:74]([CH3:76])[CH3:75])[NH:45][C:46](=[O:69])[C@@H:47]([NH:55][C:56]([O:58][CH2:59][C:60]2[CH:65]=[CH:64][C:63]([N:66]=[N+:67]=[N-:68])=[CH:62][CH:61]=2)=[O:57])[CH2:48][S:49][S:50][C:51]([CH3:54])([CH3:53])[CH3:52])=[CH:32]1.Cl. Product: [NH:31]1[C:39]2[C:34](=[CH:35][CH:36]=[CH:37][CH:38]=2)[C:33]([CH2:40][C@@H:41]([C:78](=[O:135])[O:79][CH2:80][C:81]([N:83]2[CH2:87][CH2:86][CH2:85][C@H:84]2[C:88]([NH:90][C@H:91]([C:92]([NH:94][C@@H:95]([CH2:96][C:97]([S:30][CH2:23][C:24]2[CH:29]=[CH:28][CH:27]=[CH:26][CH:25]=2)=[O:98])[C:100]([N:102]2[CH2:106][CH2:105][CH2:104][C@H:103]2[C:107](=[O:109])[NH2:108])=[O:101])=[O:93])[CH2:110][CH2:111][CH2:112][CH2:113][NH:114][C:115]([C@@H:117]2[CH2:121][S:120][CH2:119][N:118]2[C:122]([O:124][CH2:125][C:126]2[CH:127]=[CH:128][C:129]([N:132]=[N+:133]=[N-:134])=[CH:130][CH:131]=2)=[O:123])=[O:116])=[O:89])=[O:82])[NH:42][C:43](=[O:77])[C@H:44]([CH2:70][CH2:71][CH2:72][CH2:73][N:74]([CH3:76])[CH3:75])[NH:45][C:46](=[O:69])[C@@H:47]([NH:55][C:56]([O:58][CH2:59][C:60]2[CH:61]=[CH:62][C:63]([N:66]=[N+:67]=[N-:68])=[CH:64][CH:65]=2)=[O:57])[CH2:48][S:49][S:50][C:51]([CH3:52])([CH3:53])[CH3:54])=[CH:32]1. The catalyst class is: 9.